The task is: Predict the product of the given reaction.. This data is from Forward reaction prediction with 1.9M reactions from USPTO patents (1976-2016). (1) Given the reactants [Cl:1][C:2]1[CH:3]=[C:4]([NH:16][C:17]2[C:26]3[C:25]([OH:27])=[CH:24][CH:23]=[CH:22][C:21]=3[N:20]=[CH:19][N:18]=2)[CH:5]=[CH:6][C:7]=1[O:8][CH2:9][C:10]1[CH:15]=[CH:14][CH:13]=[CH:12][N:11]=1.O[C@H:29]1[CH2:34][CH2:33][O:32][C:30]1=[O:31].[CH3:35][NH:36][CH3:37].C1COCC1, predict the reaction product. The product is: [Cl:1][C:2]1[CH:3]=[C:4]([NH:16][C:17]2[C:26]3[C:21](=[CH:22][CH:23]=[CH:24][C:25]=3[O:27][C@H:29]([CH2:34][CH2:33][OH:32])[C:30]([N:36]([CH3:37])[CH3:35])=[O:31])[N:20]=[CH:19][N:18]=2)[CH:5]=[CH:6][C:7]=1[O:8][CH2:9][C:10]1[CH:15]=[CH:14][CH:13]=[CH:12][N:11]=1. (2) Given the reactants [CH3:1][N:2]1[CH:6]=[CH:5][N:4]=[CH:3]1.[F:7][C:8]([F:18])([F:17])[C:9]1[CH:10]=[C:11]([CH:14]=[CH:15][CH:16]=1)[CH2:12][Br:13].C(OCC)C, predict the reaction product. The product is: [Br-:13].[CH3:1][N+:2]1[CH:6]=[CH:5][N:4]([CH2:12][C:11]2[CH:14]=[CH:15][CH:16]=[C:9]([C:8]([F:7])([F:17])[F:18])[CH:10]=2)[CH:3]=1. (3) Given the reactants Cl.C([Si](C)(C)[O:7][C@@H:8]1[CH2:12][CH2:11][C@H:10]([N:13]2[C:21](=[O:22])[C:20]3[C:15](=[CH:16][C:17]([Cl:24])=[C:18]([Cl:23])[CH:19]=3)[C:14]2=[O:25])[CH2:9]1)(C)(C)C, predict the reaction product. The product is: [Cl:24][C:17]1[CH:16]=[C:15]2[C:20](=[CH:19][C:18]=1[Cl:23])[C@H:21]([OH:22])[N:13]([CH:10]1[CH2:11][CH2:12][CH:8]([OH:7])[CH2:9]1)[C@@H:14]2[OH:25]. (4) Given the reactants [F:1][C:2]([F:7])([F:6])[C:3]([OH:5])=[O:4].[F:8][C:9]([F:14])([F:13])[C:10]([OH:12])=[O:11].[F:15][C:16]([F:21])([F:20])[C:17]([OH:19])=[O:18].[Cl:22][C:23]1[CH:24]=[N:25][C:26]2[NH:27][C:28]3[CH:29]=[N:30][CH:31]=[C:32]([CH:53]=3)[CH2:33][CH2:34][C:35]3[CH:43]=[C:39]([NH:40][C:41]=1[N:42]=2)[CH:38]=[CH:37][C:36]=3[NH:44][C:45](=[O:52])[CH2:46][C@@H:47]1[CH2:51][CH2:50][NH:49][CH2:48]1.[N:54]([C:57]1[CH:58]=[N:59][CH:60]=[CH:61][CH:62]=1)=[C:55]=[O:56], predict the reaction product. The product is: [F:1][C:2]([F:7])([F:6])[C:3]([OH:5])=[O:4].[F:8][C:9]([F:14])([F:13])[C:10]([OH:12])=[O:11].[F:15][C:16]([F:21])([F:20])[C:17]([OH:19])=[O:18].[Cl:22][C:23]1[CH:24]=[N:25][C:26]2[NH:27][C:28]3[CH:29]=[N:30][CH:31]=[C:32]([CH:53]=3)[CH2:33][CH2:34][C:35]3[CH:43]=[C:39]([NH:40][C:41]=1[N:42]=2)[CH:38]=[CH:37][C:36]=3[NH:44][C:45](=[O:52])[CH2:46][C@@H:47]1[CH2:51][CH2:50][N:49]([C:55]([NH:54][C:57]2[CH:58]=[N:59][CH:60]=[CH:61][CH:62]=2)=[O:56])[CH2:48]1. (5) The product is: [CH2:19]([O:18][C:16](=[O:17])[N:2]([C@H:3]1[CH2:8][CH2:7][C@@H:6]([OH:9])[CH2:5][CH2:4]1)[CH3:1])[C:20]1[CH:25]=[CH:24][CH:23]=[CH:22][CH:21]=1. Given the reactants [CH3:1][NH:2][C@@H:3]1[CH2:8][CH2:7][C@H:6]([OH:9])[CH2:5][CH2:4]1.C([O-])(O)=O.[Na+].Cl[C:16]([O:18][CH2:19][C:20]1[CH:25]=[CH:24][CH:23]=[CH:22][CH:21]=1)=[O:17], predict the reaction product. (6) Given the reactants [CH3:1][C:2]1[CH:9]=[CH:8][C:5]([CH2:6]Br)=[CH:4][CH:3]=1.[N-:10]=[N+:11]=[N-:12].[Na+], predict the reaction product. The product is: [N:10]([CH2:6][C:5]1[CH:8]=[CH:9][C:2]([CH3:1])=[CH:3][CH:4]=1)=[N+:11]=[N-:12].